Dataset: Forward reaction prediction with 1.9M reactions from USPTO patents (1976-2016). Task: Predict the product of the given reaction. (1) Given the reactants [CH3:1][C@H:2]1[CH2:7][C@@H:6]([OH:8])[C@H:5]([C:9]([CH3:11])=[CH2:10])[CH2:4][CH2:3]1.[H][H].CC(=CCCC(CCO)C)C.CC(=CCCC(CC=O)C)C, predict the reaction product. The product is: [CH3:1][C@H:2]1[CH2:7][C@@H:6]([OH:8])[C@H:5]([CH:9]([CH3:11])[CH3:10])[CH2:4][CH2:3]1. (2) Given the reactants [CH:1]1(/[CH:7]=[CH:8]/[C:9]2[CH:14]=[CH:13][CH:12]=[CH:11][CH:10]=2)[CH2:6][CH2:5][CH2:4][CH2:3][CH2:2]1.[N+](=[CH:17][C:18]([O:20][CH2:21][CH3:22])=[O:19])=[N-], predict the reaction product. The product is: [CH2:21]([O:20][C:18]([C@H:17]1[C@H:8]([C:9]2[CH:10]=[CH:11][CH:12]=[CH:13][CH:14]=2)[C@H:7]1[CH:1]1[CH2:6][CH2:5][CH2:4][CH2:3][CH2:2]1)=[O:19])[CH3:22]. (3) Given the reactants C[Si]([N-][Si](C)(C)C)(C)C.[Na+].[NH2:11][C:12]1[N:16](C(OC(C)(C)C)=O)[N:15]=[C:14]([O:24][CH2:25][C:26]2[CH:31]=[C:30]([O:32][CH3:33])[CH:29]=[C:28]([O:34][CH3:35])[CH:27]=2)[CH:13]=1.[CH3:36][N:37]1[CH2:42][CH2:41][N:40]([C:43]2[N:48]=[CH:47][C:46]([C:49](OC)=[O:50])=[CH:45][N:44]=2)[CH2:39][CH2:38]1.[NH4+].[Cl-], predict the reaction product. The product is: [CH3:33][O:32][C:30]1[CH:31]=[C:26]([CH2:25][O:24][C:14]2[NH:15][N:16]=[C:12]([NH:11][C:49]([C:46]3[CH:47]=[N:48][C:43]([N:40]4[CH2:41][CH2:42][N:37]([CH3:36])[CH2:38][CH2:39]4)=[N:44][CH:45]=3)=[O:50])[CH:13]=2)[CH:27]=[C:28]([O:34][CH3:35])[CH:29]=1. (4) Given the reactants [CH3:1][C:2]1([CH3:15])[O:11][C:10]2[C:5](=[CH:6][C:7]([C:12]#[N:13])=[CH:8][CH:9]=2)[CH:4]2[O:14][CH:3]12.[C:16]1([N:22]2[CH:26]=[CH:25][C:24](=[O:27])[NH:23]2)[CH:21]=[CH:20][CH:19]=[CH:18][CH:17]=1, predict the reaction product. The product is: [OH:14][CH:3]1[CH:4]([O:27][C:24]2[CH:25]=[CH:26][N:22]([C:16]3[CH:17]=[CH:18][CH:19]=[CH:20][CH:21]=3)[N:23]=2)[C:5]2[C:10](=[CH:9][CH:8]=[C:7]([C:12]#[N:13])[CH:6]=2)[O:11][C:2]1([CH3:15])[CH3:1].